This data is from Reaction yield outcomes from USPTO patents with 853,638 reactions. The task is: Predict the reaction yield, written as a fraction of the theoretical maximum amount of product (1.0 means a 100% yield; for example, 0.34 means a 34% yield). (1) The reactants are [OH:1][C:2]([C:12]1[S:13][CH:14]=[CH:15][CH:16]=1)([C:7]1[S:8][CH:9]=[CH:10][CH:11]=1)[C:3]([O:5][CH3:6])=[O:4].O[C@H]1[CH2:23][CH2:22][C@H:21]([N:24]([CH3:32])[C:25](=[O:31])[O:26][C:27]([CH3:30])([CH3:29])[CH3:28])[CH2:20][CH2:19]1.[H-].[Na+]. The catalyst is C1(C)C=CC=CC=1. The product is [OH:1][C:2]([C:7]1[S:8][CH:9]=[CH:10][CH:11]=1)([C:12]1[S:13][CH:14]=[CH:15][CH:16]=1)[C:3]([O:5][C@H:6]1[CH2:23][CH2:22][C@H:21]([N:24]([C:25]([O:26][C:27]([CH3:29])([CH3:28])[CH3:30])=[O:31])[CH3:32])[CH2:20][CH2:19]1)=[O:4]. The yield is 0.690. (2) The reactants are [CH:1]1([C:4]2[CH:5]=[N:6][C:7]([N:10]3[CH2:15][CH2:14][CH:13]([C:16]4([CH3:31])[CH2:20][C:19]5[CH:21]=[C:22]([C:25]6[CH2:26][CH2:27][NH:28][CH2:29][CH:30]=6)[CH:23]=[CH:24][C:18]=5[O:17]4)[CH2:12][CH2:11]3)=[N:8][CH:9]=2)[CH2:3][CH2:2]1.C(N(CC)CC)C.Cl[S:40]([CH2:43][CH2:44][CH2:45][C:46]([O:48][CH3:49])=[O:47])(=[O:42])=[O:41]. The catalyst is C(Cl)Cl. The product is [CH:1]1([C:4]2[CH:5]=[N:6][C:7]([N:10]3[CH2:15][CH2:14][CH:13]([C:16]4([CH3:31])[CH2:20][C:19]5[CH:21]=[C:22]([C:25]6[CH2:26][CH2:27][N:28]([S:40]([CH2:43][CH2:44][CH2:45][C:46]([O:48][CH3:49])=[O:47])(=[O:42])=[O:41])[CH2:29][CH:30]=6)[CH:23]=[CH:24][C:18]=5[O:17]4)[CH2:12][CH2:11]3)=[N:8][CH:9]=2)[CH2:2][CH2:3]1. The yield is 0.367.